This data is from Catalyst prediction with 721,799 reactions and 888 catalyst types from USPTO. The task is: Predict which catalyst facilitates the given reaction. Reactant: [CH2:1]([O:3][CH:4]([C:11]1[CH:16]=[CH:15][C:14]([OH:17])=[CH:13][CH:12]=1)[CH2:5][C:6]([O:8][CH2:9][CH3:10])=[O:7])[CH3:2].[F:18][C:19]([F:30])([F:29])[O:20][C:21]1[CH:22]=[C:23]([CH:26]=[CH:27][CH:28]=1)[CH2:24]O.C1(P(C2C=CC=CC=2)C2C=CC=CC=2)C=CC=CC=1.C1(C)C=CC=CC=1.N(C(OCC)=O)=NC(OCC)=O. Product: [CH2:1]([O:3][CH:4]([C:11]1[CH:12]=[CH:13][C:14]([O:17][CH2:24][C:23]2[CH:26]=[CH:27][CH:28]=[C:21]([O:20][C:19]([F:18])([F:29])[F:30])[CH:22]=2)=[CH:15][CH:16]=1)[CH2:5][C:6]([O:8][CH2:9][CH3:10])=[O:7])[CH3:2]. The catalyst class is: 7.